Dataset: Peptide-MHC class I binding affinity with 185,985 pairs from IEDB/IMGT. Task: Regression. Given a peptide amino acid sequence and an MHC pseudo amino acid sequence, predict their binding affinity value. This is MHC class I binding data. (1) The peptide sequence is AQSDFMSWV. The MHC is HLA-A25:01 with pseudo-sequence HLA-A25:01. The binding affinity (normalized) is 0.0847. (2) The peptide sequence is AEDLWVTVY. The MHC is Mamu-A11 with pseudo-sequence Mamu-A11. The binding affinity (normalized) is 0.118. (3) The peptide sequence is VGYVDDTQF. The MHC is HLA-A11:01 with pseudo-sequence HLA-A11:01. The binding affinity (normalized) is 0.0847. (4) The peptide sequence is LAEYIRHRNT. The MHC is HLA-A02:02 with pseudo-sequence HLA-A02:02. The binding affinity (normalized) is 0.0301. (5) The peptide sequence is RALIKTLPRASYSSH. The MHC is HLA-A11:01 with pseudo-sequence HLA-A11:01. The binding affinity (normalized) is 0.117. (6) The peptide sequence is RTAKVRAFH. The MHC is HLA-A11:01 with pseudo-sequence HLA-A11:01. The binding affinity (normalized) is 0.609.